From a dataset of Full USPTO retrosynthesis dataset with 1.9M reactions from patents (1976-2016). Predict the reactants needed to synthesize the given product. Given the product [CH3:1][N:2]1[C:6]2[CH:7]=[CH:8][C:9]([N:11]3[CH:16]=[C:15]([C:17]([O:19][CH2:20][CH3:21])=[O:18])[C:14](=[O:22])[N:13]([CH2:25][C:26]4[CH:31]=[CH:30][CH:29]=[C:28]([C:32]([F:33])([F:34])[F:35])[C:27]=4[CH3:36])[C:12]3=[O:23])=[CH:10][C:5]=2[N:4]=[CH:3]1, predict the reactants needed to synthesize it. The reactants are: [CH3:1][N:2]1[C:6]2[CH:7]=[CH:8][C:9]([N:11]3[CH:16]=[C:15]([C:17]([O:19][CH2:20][CH3:21])=[O:18])[C:14](=[O:22])[NH:13][C:12]3=[O:23])=[CH:10][C:5]=2[N:4]=[CH:3]1.Br[CH2:25][C:26]1[CH:31]=[CH:30][CH:29]=[C:28]([C:32]([F:35])([F:34])[F:33])[C:27]=1[CH3:36].C(=O)([O-])[O-].[K+].[K+].[I-].[K+].